Dataset: Reaction yield outcomes from USPTO patents with 853,638 reactions. Task: Predict the reaction yield, written as a fraction of the theoretical maximum amount of product (1.0 means a 100% yield; for example, 0.34 means a 34% yield). (1) The reactants are O=P(Cl)(Cl)Cl.[F:6][C:7]1[CH:12]=[CH:11][C:10]([OH:13])=[C:9]([C@H:14]2[CH2:18][CH2:17][CH2:16][N:15]2[C:19]2[CH:24]=[CH:23][N:22]3[N:25]=[CH:26][CH:27]=[C:21]3[N:20]=2)[CH:8]=1.[OH-:28].[Na+].Cl.[CH2:31](Cl)Cl. The catalyst is CN(C=O)C. The product is [F:6][C:7]1[CH:12]=[CH:11][C:10]([OH:13])=[C:9]([C@H:14]2[CH2:18][CH2:17][CH2:16][N:15]2[C:19]2[CH:24]=[CH:23][N:22]3[N:25]=[CH:26][C:27]([CH:31]=[O:28])=[C:21]3[N:20]=2)[CH:8]=1. The yield is 0.800. (2) The reactants are Br[C:2]1[CH:3]=[C:4]([C:8]2[C:22]([C:23]3[CH:28]=[CH:27][N:26]=[C:25]([NH:29][CH:30]4[CH2:34][CH2:33][CH2:32][CH2:31]4)[N:24]=3)=[C:11]3[CH:12]=[CH:13][CH:14]=[C:15]([NH:16][CH:17]4[CH2:21][CH2:20][CH2:19][CH2:18]4)[N:10]3[N:9]=2)[CH:5]=[CH:6][CH:7]=1.[S:35]1[CH:39]=[CH:38][C:37](B(O)O)=[CH:36]1. No catalyst specified. The product is [CH:17]1([NH:16][C:15]2[N:10]3[N:9]=[C:8]([C:4]4[CH:5]=[CH:6][CH:7]=[C:2]([C:37]5[CH:38]=[CH:39][S:35][CH:36]=5)[CH:3]=4)[C:22]([C:23]4[CH:28]=[CH:27][N:26]=[C:25]([NH:29][CH:30]5[CH2:31][CH2:32][CH2:33][CH2:34]5)[N:24]=4)=[C:11]3[CH:12]=[CH:13][CH:14]=2)[CH2:18][CH2:19][CH2:20][CH2:21]1. The yield is 0.470. (3) The reactants are Br[C:2]1[CH:7]=[CH:6][C:5]([O:8][CH3:9])=[CH:4][CH:3]=1.[CH3:10][O:11][C:12]1[CH:17]=[CH:16][C:15]([N:18]2[CH2:23][CH2:22][N:21]([C:24]3[C:25]([CH3:38])=[C:26]([CH3:37])[C:27]4[O:31][C:30]([CH3:33])([CH3:32])[C:29](=[O:34])[C:28]=4[C:35]=3[CH3:36])[CH2:20][CH2:19]2)=[CH:14][CH:13]=1. The catalyst is CCCCCC. The product is [CH3:9][O:8][C:5]1[CH:6]=[CH:7][C:2]([C:29]2([OH:34])[C:28]3[C:35]([CH3:36])=[C:24]([N:21]4[CH2:22][CH2:23][N:18]([C:15]5[CH:16]=[CH:17][C:12]([O:11][CH3:10])=[CH:13][CH:14]=5)[CH2:19][CH2:20]4)[C:25]([CH3:38])=[C:26]([CH3:37])[C:27]=3[O:31][C:30]2([CH3:32])[CH3:33])=[CH:3][CH:4]=1. The yield is 0.950. (4) The reactants are [C:1]([C:3]1[C:4]([C:20]([F:23])([F:22])[F:21])=[C:5]2[C:9](=[CH:10][CH:11]=1)[N:8]([CH2:12][C:13](=[NH:16])[NH:14][OH:15])[C:7]([CH2:17][CH2:18][CH3:19])=[CH:6]2)#[N:2].[Cl:24][C:25]1[CH:33]=[CH:32][C:31]([C:34]([F:37])([F:36])[F:35])=[CH:30][C:26]=1[C:27](Cl)=O.C(N(CC)C(C)C)(C)C. The catalyst is C(#N)C. The product is [Cl:24][C:25]1[CH:33]=[CH:32][C:31]([C:34]([F:35])([F:36])[F:37])=[CH:30][C:26]=1[C:27]1[O:15][N:14]=[C:13]([CH2:12][N:8]2[C:9]3[C:5](=[C:4]([C:20]([F:22])([F:23])[F:21])[C:3]([C:1]#[N:2])=[CH:11][CH:10]=3)[CH:6]=[C:7]2[CH2:17][CH2:18][CH3:19])[N:16]=1. The yield is 0.160.